This data is from Experimentally validated miRNA-target interactions with 360,000+ pairs, plus equal number of negative samples. The task is: Binary Classification. Given a miRNA mature sequence and a target amino acid sequence, predict their likelihood of interaction. (1) The miRNA is hsa-miR-1305 with sequence UUUUCAACUCUAAUGGGAGAGA. The protein sequence of the target gene is MTMETQMSQNVCPRNLWLLQPLTVLLLLASADSQAAAPPKAVLKLEPPWINVLQEDSVTLTCQGARSPESDSIQWFHNGNLIPTHTQPSYRFKANNNDSGEYTCQTGQTSLSDPVHLTVLSEWLVLQTPHLEFQEGETIMLRCHSWKDKPLVKVTFFQNGKSQKFSHLDPTFSIPQANHSHSGDYHCTGNIGYTLFSSKPVTITVQVPSMGSSSPMGIIVAVVIATAVAAIVAAVVALIYCRKKRISANSTDPVKAAQFEPPGRQMIAIRKRQLEETNNDYETADGGYMTLNPRAPTDDD.... Result: 1 (interaction). (2) The miRNA is hsa-miR-1226-5p with sequence GUGAGGGCAUGCAGGCCUGGAUGGGG. The protein sequence of the target gene is MIRAFSFPVSPERGRLRGWLEGSLAGLCELHWLRERQEYRVQQALRLAQPGMGGAEAEDEEDAEEDEDAAAARRAAAALEEQLEALPGLIWDLGQQLGDLSLESGGLDQESGRSSGFYEDPSSTGGPDSPPSTFCGDSGFSGSGSYGRLGPSDPRGIYASERPKSLGDASPSAPESVGARVAVPRSFSAPYPTAAAGAETCSSAERRARAGPFLTPSPLHAVALRSPRPSGRVPCGSPDGAASRPLDGYISALLRRRRRRGAGQPRTSPGGADGGARRQNGARPRPPEASPPPGGARPAR.... Result: 0 (no interaction). (3) The miRNA is hsa-miR-940 with sequence AAGGCAGGGCCCCCGCUCCCC. The protein sequence of the target gene is MSVGFIGAGQLAFALAKGFTAAGVLAAHKIMASSPDMDLATVSALRKMGVKLTPHNKETVQHSDVLFLAVKPHIIPFILDEIGADIEDRHIVVSCAAGVTISSIEKKLSAFRPAPRVIRCMTNTPVVVREGATVYATGTHAQVEDGRLMEQLLSSVGFCTEVEEDLIDAVTGLSGSGPAYAFTALDALADGGVKMGLPRRLAVRLGAQALLGAAKMLLHSEQHPGQLKDNVSSPGGATIHALHVLESGGFRSLLINAVEASCIRTRELQSMADQEQVSPAAIKKTILDKVKLDSPAGTAL.... Result: 1 (interaction). (4) The miRNA is hsa-miR-6773-3p with sequence ACUGUCACUUCUCUGCCCAUAG. The protein sequence of the target gene is MALKMVKGSIDRMFDKNLQDLVRGIRNHKEDEAKYISQCIDEIKQELKQDNIAVKANAVCKLTYLQMLGYDISWAAFNIIEVMSASKFTFKRVGYLAASQCFHEGTDVIMLTTNQIRKDLSSPSQYDTGVALTGLSCFVTPDLARDLANDIMTLMSHTKPYIRKKAVLIMYKVFLKYPESLRPAFPRLKEKLEDPDPGVQSAAVNVICELARRNPKNYLSLAPLFFKLMTSSTNNWVLIKIIKLFGALTPLEPRLGKKLIEPLTNLIHSTSAMSLLYECVNTVIAVLISLSSGMPNHSAS.... Result: 0 (no interaction). (5) The miRNA is mmu-miR-491-5p with sequence AGUGGGGAACCCUUCCAUGAGG. The protein sequence of the target gene is MTILFLTMVISYFGCMKAAPMKEANIRGQGGLAYPGVRTHGTLESVNGPKAGSRGLTSLADTFEHVIEELLDEDQKVRPNEENNKDADLYTSRVMLSSQVPLEPPLLFLLEEYKNYLDAANMSMRVRRHSDPARRGELSVCDSISEWVTAADKKTAVDMSGGTVTVLEKVPVSKGQLKQYFYETKCNPMGYTKEGCRGIDKRHWNSQCRTTQSYVRALTMDSKKRIGWRFIRIDTSCVCTLTIKRGR. Result: 0 (no interaction).